Predict the reaction yield, written as a fraction of the theoretical maximum amount of product (1.0 means a 100% yield; for example, 0.34 means a 34% yield). From a dataset of Reaction yield outcomes from USPTO patents with 853,638 reactions. (1) The reactants are [C:1]1([C:7]([O:9][C@H:10]2[CH2:20][O:19][C@H:12]3[C@H:13]([OH:18])[C@H:14]([O:17][C@@H:11]23)[O:15][CH3:16])=[O:8])[CH:6]=[CH:5][CH:4]=[CH:3][CH:2]=1.[CH3:21]I. The catalyst is CN(C=O)C.C(OCC)(=O)C.[Ag-]=O. The product is [CH3:21][O:18][C@H:13]1[C@@H:12]2[O:19][CH2:20][C@H:10]([O:9][C:7]([C:1]3[CH:2]=[CH:3][CH:4]=[CH:5][CH:6]=3)=[O:8])[C@@H:11]2[O:17][C@@H:14]1[O:15][CH3:16]. The yield is 0.760. (2) The reactants are [CH2:1]([O:3][C:4](=[O:30])[CH2:5][N:6]1[C:14]2[CH2:13][CH2:12][CH2:11][C@@H:10]([NH:15][S:16]([C:19]3[CH:24]=[C:23]([C:25]([F:28])([F:27])[F:26])[CH:22]=[C:21](Br)[CH:20]=3)(=[O:18])=[O:17])[C:9]=2[CH:8]=[N:7]1)[CH3:2].[CH3:31][C:32](C)([O-])[CH3:33].[K+].C(B1OC(C)(C)C(C)(C)O1)(C)=C.[Cl-].[NH4+]. The catalyst is CN(C)C=O.C1C=CC([P]([Pd]([P](C2C=CC=CC=2)(C2C=CC=CC=2)C2C=CC=CC=2)([P](C2C=CC=CC=2)(C2C=CC=CC=2)C2C=CC=CC=2)[P](C2C=CC=CC=2)(C2C=CC=CC=2)C2C=CC=CC=2)(C2C=CC=CC=2)C2C=CC=CC=2)=CC=1. The product is [CH2:1]([O:3][C:4](=[O:30])[CH2:5][N:6]1[C:14]2[CH2:13][CH2:12][CH2:11][C@@H:10]([NH:15][S:16]([C:19]3[CH:24]=[C:23]([C:25]([F:28])([F:27])[F:26])[CH:22]=[C:21]([C:32]([CH3:33])=[CH2:31])[CH:20]=3)(=[O:18])=[O:17])[C:9]=2[CH:8]=[N:7]1)[CH3:2]. The yield is 0.368. (3) The reactants are [CH2:1]([O:8][C:9]1[CH:10]=[C:11]([C:15]2[N:16]=[C:17]([C:25]3[CH:26]=[C:27]([CH2:31][OH:32])[CH:28]=[CH:29][CH:30]=3)[N:18]3[CH:23]=[CH:22][N:21]=[C:20](Cl)[C:19]=23)[CH:12]=[CH:13][CH:14]=1)[C:2]1[CH:7]=[CH:6][CH:5]=[CH:4][CH:3]=1.COC(=O)C1C=CC=C(C2N3C=CN=C(Cl)C3=C(C3C=CC=C(OCC4C=CC=CC=4)C=3)[N:43]=2)C=1.[H-].[H-].[H-].[H-].[Li+].[Al+3]. The catalyst is C1COCC1. The product is [NH2:43][C:20]1[C:19]2[N:18]([C:17]([C:25]3[CH:26]=[C:27]([CH2:31][OH:32])[CH:28]=[CH:29][CH:30]=3)=[N:16][C:15]=2[C:11]2[CH:12]=[CH:13][CH:14]=[C:9]([O:8][CH2:1][C:2]3[CH:7]=[CH:6][CH:5]=[CH:4][CH:3]=3)[CH:10]=2)[CH:23]=[CH:22][N:21]=1. The yield is 0.710.